Dataset: Reaction yield outcomes from USPTO patents with 853,638 reactions. Task: Predict the reaction yield, written as a fraction of the theoretical maximum amount of product (1.0 means a 100% yield; for example, 0.34 means a 34% yield). (1) The catalyst is C(O)C.[Pd]. The yield is 0.880. The reactants are [N+:1]([C:4]1[CH:9]=[CH:8][CH:7]=[CH:6][C:5]=1[N:10]1[CH2:15][CH2:14][CH:13]([C:16]([N:18]2[C:24]3[CH:25]=[CH:26][CH:27]=[CH:28][C:23]=3[CH2:22][N:21]3[CH:29]=[CH:30][CH:31]=[C:20]3[CH2:19]2)=[O:17])[CH2:12][CH2:11]1)([O-])=O.CN(C=O)C. The product is [NH2:1][C:4]1[CH:9]=[CH:8][CH:7]=[CH:6][C:5]=1[N:10]1[CH2:15][CH2:14][CH:13]([C:16]([N:18]2[C:24]3[CH:25]=[CH:26][CH:27]=[CH:28][C:23]=3[CH2:22][N:21]3[CH:29]=[CH:30][CH:31]=[C:20]3[CH2:19]2)=[O:17])[CH2:12][CH2:11]1. (2) The reactants are [CH3:1][N:2]1[CH2:7][CH2:6][N:5]([C:8]2[CH:9]=[CH:10][C:11]([N+:15]([O-])=O)=[C:12]([CH:14]=2)[NH2:13])[CH2:4][CH2:3]1.Cl.C(O[C:22](=N)[CH2:23][C:24]([O:26][CH2:27][CH3:28])=[O:25])C.Cl.[OH-].[Na+]. No catalyst specified. The product is [CH2:27]([O:26][C:24](=[O:25])[CH2:23][C:22]1[NH:13][C:12]2[CH:14]=[C:8]([N:5]3[CH2:6][CH2:7][N:2]([CH3:1])[CH2:3][CH2:4]3)[CH:9]=[CH:10][C:11]=2[N:15]=1)[CH3:28]. The yield is 0.741. (3) The reactants are [CH3:1][C:2]1[C:6]2[C:7](=[O:18])[N:8]([CH2:11][CH2:12][N:13]3[CH2:17][CH2:16][CH2:15][CH2:14]3)[CH2:9][CH2:10][C:5]=2[NH:4][C:3]=1[CH:19]=O.[Br:21][C:22]1[CH:23]=[C:24]2[CH2:30][C:29](=[O:31])[NH:28][C:25]2=[N:26][CH:27]=1. No catalyst specified. The product is [Br:21][C:22]1[CH:23]=[C:24]2[C:30](=[CH:19][C:3]3[NH:4][C:5]4[CH2:10][CH2:9][N:8]([CH2:11][CH2:12][N:13]5[CH2:14][CH2:15][CH2:16][CH2:17]5)[C:7](=[O:18])[C:6]=4[C:2]=3[CH3:1])[C:29](=[O:31])[NH:28][C:25]2=[N:26][CH:27]=1. The yield is 0.370. (4) The reactants are [C:1]([C:4]1[CH:5]=[N:6][CH:7]=[C:8]([Br:10])[CH:9]=1)(=[O:3])[CH3:2].[Br:11]Br. The catalyst is Br. The product is [Br:11][CH2:2][C:1]([C:4]1[CH:5]=[N:6][CH:7]=[C:8]([Br:10])[CH:9]=1)=[O:3]. The yield is 0.860. (5) The reactants are C(O)(C)(C)C.Cl[S:7]([N:10]=C=O)(=[O:9])=[O:8].C(OC(NS(Cl)(=O)=O)=O)(C)(C)C.[NH2:25][C:26]1[CH:31]=[CH:30][CH:29]=[CH:28][C:27]=1[C:32]1[CH:37]=[CH:36][C:35]([C:38]2[N:39]=[CH:40][C:41]([NH2:44])=[N:42][CH:43]=2)=[C:34]([F:45])[CH:33]=1.C(N(CC)CC)C. The catalyst is C(Cl)Cl. The product is [NH2:44][C:41]1[N:42]=[CH:43][C:38]([C:35]2[CH:36]=[CH:37][C:32]([C:27]3[CH:28]=[CH:29][CH:30]=[CH:31][C:26]=3[NH:25][S:7]([NH2:10])(=[O:9])=[O:8])=[CH:33][C:34]=2[F:45])=[N:39][CH:40]=1. The yield is 0.160.